The task is: Regression. Given a peptide amino acid sequence and an MHC pseudo amino acid sequence, predict their binding affinity value. This is MHC class II binding data.. This data is from Peptide-MHC class II binding affinity with 134,281 pairs from IEDB. The peptide sequence is HDIYIVMPVFIIKR. The MHC is DRB1_0404 with pseudo-sequence DRB1_0404. The binding affinity (normalized) is 0.216.